Predict the product of the given reaction. From a dataset of Forward reaction prediction with 1.9M reactions from USPTO patents (1976-2016). (1) Given the reactants [F:1][C:2]1[CH:10]=[CH:9][C:8]([F:11])=[CH:7][C:3]=1[C:4]([OH:6])=O.[F:12][C:13]1([F:28])[CH2:18][CH2:17][C:16]([CH2:26][NH2:27])([C:19]2[CH:20]=[N:21][C:22]([F:25])=[CH:23][CH:24]=2)[CH2:15][CH2:14]1, predict the reaction product. The product is: [F:28][C:13]1([F:12])[CH2:14][CH2:15][C:16]([CH2:26][NH:27][C:4](=[O:6])[C:3]2[CH:7]=[C:8]([F:11])[CH:9]=[CH:10][C:2]=2[F:1])([C:19]2[CH:20]=[N:21][C:22]([F:25])=[CH:23][CH:24]=2)[CH2:17][CH2:18]1. (2) Given the reactants [CH:1]1([CH2:4][CH2:5][NH:6][S:7]([C:10]2[CH:11]=[N:12][C:13]([N:17]3[CH2:22][CH2:21][N:20]([C:23](=[O:35])[C:24]4[CH:29]=[C:28]([F:30])[CH:27]=[CH:26][C:25]=4[C:31]([F:34])([F:33])[F:32])[CH2:19][CH2:18]3)=[C:14](Br)[CH:15]=2)(=[O:9])=[O:8])[CH2:3][CH2:2]1, predict the reaction product. The product is: [CH:1]1([CH2:4][CH2:5][NH:6][S:7]([C:10]2[CH:11]=[N:12][C:13]([N:17]3[CH2:22][CH2:21][N:20]([C:23](=[O:35])[C:24]4[CH:29]=[C:28]([F:30])[CH:27]=[CH:26][C:25]=4[C:31]([F:34])([F:32])[F:33])[CH2:19][CH2:18]3)=[CH:14][CH:15]=2)(=[O:9])=[O:8])[CH2:3][CH2:2]1. (3) Given the reactants [F:1][C:2]1[CH:3]=[C:4]([C:26]2[CH2:30][N:29]([C:31]([O:33][C:34]([CH3:37])([CH3:36])[CH3:35])=[O:32])[C@H:28]([C:38]([O:40][CH3:41])=[O:39])[CH:27]=2)[CH:5]=[CH:6][C:7]=1[C:8]1[S:9][C:10]2[C:15]([N:16]=1)=[CH:14][CH:13]=[C:12]([C:17]1([C:20]3[CH:25]=[CH:24][CH:23]=[CH:22][CH:21]=3)[CH2:19][CH2:18]1)[N:11]=2.O, predict the reaction product. The product is: [F:1][C:2]1[CH:3]=[C:4]([C@@H:26]2[CH2:30][N:29]([C:31]([O:33][C:34]([CH3:35])([CH3:36])[CH3:37])=[O:32])[C@H:28]([C:38]([O:40][CH3:41])=[O:39])[CH2:27]2)[CH:5]=[CH:6][C:7]=1[C:8]1[S:9][C:10]2[C:15]([N:16]=1)=[CH:14][CH:13]=[C:12]([C:17]1([C:20]3[CH:21]=[CH:22][CH:23]=[CH:24][CH:25]=3)[CH2:19][CH2:18]1)[N:11]=2. (4) Given the reactants [OH:1][C@@H:2]([C:23]1[CH:28]=[CH:27][CH:26]=[CH:25][N:24]=1)[CH2:3][N:4]([CH2:6][C:7]1[S:22][C:10]2[N:11]([CH3:21])[CH:12]=[C:13]([C:16]([O:18]CC)=O)[C:14](=[O:15])[C:9]=2[CH:8]=1)[CH3:5].[F:29][C:30]1[CH:37]=[CH:36][C:33]([CH2:34][NH2:35])=[CH:32][CH:31]=1, predict the reaction product. The product is: [F:29][C:30]1[CH:37]=[CH:36][C:33]([CH2:34][NH:35][C:16]([C:13]2[C:14](=[O:15])[C:9]3[CH:8]=[C:7]([CH2:6][N:4]([CH2:3][C@@H:2]([OH:1])[C:23]4[CH:28]=[CH:27][CH:26]=[CH:25][N:24]=4)[CH3:5])[S:22][C:10]=3[N:11]([CH3:21])[CH:12]=2)=[O:18])=[CH:32][CH:31]=1. (5) Given the reactants [ClH:1].O1[CH2:7][CH2:6][N:5]([CH2:8][CH2:9][O:10][C:11]2[CH:19]=[C:18]3[C:14]([C:15]([C:27]4[CH:32]=[C:31]([F:33])[CH:30]=[C:29]([F:34])[CH:28]=4)=[C:16]([C:21]4[CH:22]=[N:23][CH:24]=[CH:25][CH:26]=4)[C:17]3=[O:20])=[CH:13][CH:12]=2)[CH2:4][CH2:3]1.BrC1C(=O)C2C(C=1C1C=CC=CC=1)=CC=C(O)C=2.[CH3:53][S:54]([N:57]1CCN(CCO)CC1)(=[O:56])=[O:55], predict the reaction product. The product is: [ClH:1].[F:34][C:29]1[CH:28]=[C:27]([C:15]2[C:14]3[C:18](=[CH:19][C:11]([O:10][CH2:9][CH2:8][N:5]4[CH2:4][CH2:3][N:57]([S:54]([CH3:53])(=[O:56])=[O:55])[CH2:7][CH2:6]4)=[CH:12][CH:13]=3)[C:17](=[O:20])[C:16]=2[C:21]2[CH:22]=[N:23][CH:24]=[CH:25][CH:26]=2)[CH:32]=[C:31]([F:33])[CH:30]=1. (6) Given the reactants [CH2:1]([N:5]1[C:13]2[N:12]=[C:11]([Cl:14])[NH:10][C:9]=2[C:8](=[O:15])[N:7]([CH2:16][CH2:17][CH2:18][CH2:19][C:20]2ON=[C:22]([C:25]3[CH:30]=[CH:29][CH:28]=[CH:27][CH:26]=3)[CH:21]=2)[C:6]1=[O:31])[CH2:2][CH2:3][CH3:4].C(N1C2N=C(Cl)N(CC=C)C=2C(=O)NC1=O)CCC.C1(CC2C=C(CCCO)[O:60][N:59]=2)C=CC=CC=1, predict the reaction product. The product is: [CH2:1]([N:5]1[C:13]2[N:12]=[C:11]([Cl:14])[NH:10][C:9]=2[C:8](=[O:15])[N:7]([CH2:16][CH2:17][CH2:18][C:19]2[O:60][N:59]=[C:21]([CH2:22][C:25]3[CH:30]=[CH:29][CH:28]=[CH:27][CH:26]=3)[CH:20]=2)[C:6]1=[O:31])[CH2:2][CH2:3][CH3:4].